From a dataset of Full USPTO retrosynthesis dataset with 1.9M reactions from patents (1976-2016). Predict the reactants needed to synthesize the given product. Given the product [CH3:28][O:27][C:23]1[CH:22]=[C:21]([N:1]2[C:9]3[C:4](=[CH:5][CH:6]=[C:7]([CH2:10][C:11]4[CH:12]=[C:13]([CH:17]=[CH:18][CH:19]=4)[C:14]([OH:16])=[O:15])[CH:8]=3)[CH:3]=[CH:2]2)[CH:26]=[CH:25][CH:24]=1, predict the reactants needed to synthesize it. The reactants are: [NH:1]1[C:9]2[C:4](=[CH:5][CH:6]=[C:7]([CH2:10][C:11]3[CH:12]=[C:13]([CH:17]=[CH:18][CH:19]=3)[C:14]([OH:16])=[O:15])[CH:8]=2)[CH:3]=[CH:2]1.I[C:21]1[CH:22]=[C:23]([O:27][CH3:28])[CH:24]=[CH:25][CH:26]=1.[OH-].[K+].N#N.[OH-].[Na+].Cl.